This data is from Reaction yield outcomes from USPTO patents with 853,638 reactions. The task is: Predict the reaction yield, written as a fraction of the theoretical maximum amount of product (1.0 means a 100% yield; for example, 0.34 means a 34% yield). (1) The reactants are [CH2:1]([NH:8][C:9](=[O:24])[C:10]1[C:15]([C:16]2[CH:21]=[CH:20][CH:19]=[CH:18][C:17]=2[CH3:22])=[CH:14][C:13](Cl)=[N:12][CH:11]=1)[C:2]1[CH:7]=[CH:6][CH:5]=[CH:4][CH:3]=1.[NH:25]1[CH2:30][CH2:29][O:28][CH2:27][CH2:26]1.C(OCC)(=O)C.O. The catalyst is [Cl-].[Na+].O. The product is [CH2:1]([NH:8][C:9](=[O:24])[C:10]1[C:15]([C:16]2[CH:21]=[CH:20][CH:19]=[CH:18][C:17]=2[CH3:22])=[CH:14][C:13]([N:25]2[CH2:30][CH2:29][O:28][CH2:27][CH2:26]2)=[N:12][CH:11]=1)[C:2]1[CH:7]=[CH:6][CH:5]=[CH:4][CH:3]=1. The yield is 1.00. (2) The reactants are [CH3:1][CH:2]([N:4]1[C:12](/[CH:13]=[CH:14]/[C@H:15]([OH:24])[CH2:16][C@H:17]([OH:23])[CH2:18][C:19]([O:21]C)=[O:20])=[C:11]([C:25]2[CH:30]=[CH:29][C:28]([F:31])=[CH:27][CH:26]=2)[C:10]2[C:5]1=[CH:6][CH:7]=[CH:8][CH:9]=2)[CH3:3].[OH-].[Na+:33].CC(OC)(C)C. The catalyst is O.CO. The product is [CH3:3][CH:2]([N:4]1[C:12](/[CH:13]=[CH:14]/[CH:15]([OH:24])[CH2:16][CH:17]([OH:23])[CH2:18][C:19]([O-:21])=[O:20])=[C:11]([C:25]2[CH:26]=[CH:27][C:28]([F:31])=[CH:29][CH:30]=2)[C:10]2[CH:9]=[CH:8][CH:7]=[CH:6][C:5]1=2)[CH3:1].[Na+:33]. The yield is 0.913.